The task is: Predict which catalyst facilitates the given reaction.. This data is from Catalyst prediction with 721,799 reactions and 888 catalyst types from USPTO. Reactant: O=P(Cl)(Cl)Cl.[C:6]([C:9]1[CH:10]=[C:11]([CH:16]=[C:17]([O:19][CH2:20][CH2:21][O:22][CH3:23])[CH:18]=1)[C:12]([O:14][CH3:15])=[O:13])(=O)[NH2:7]. Product: [C:6]([C:9]1[CH:10]=[C:11]([CH:16]=[C:17]([O:19][CH2:20][CH2:21][O:22][CH3:23])[CH:18]=1)[C:12]([O:14][CH3:15])=[O:13])#[N:7]. The catalyst class is: 26.